Predict the reactants needed to synthesize the given product. From a dataset of Full USPTO retrosynthesis dataset with 1.9M reactions from patents (1976-2016). (1) Given the product [C:23]([O:27][C:15]([N:7]1[CH2:6][CH:5]2[CH2:14][CH2:13][CH:9]([C:10]3[CH:11]=[CH:12][C:2]([I:1])=[CH:3][C:4]=32)[CH2:8]1)=[O:20])([CH3:26])([CH3:25])[CH3:24], predict the reactants needed to synthesize it. The reactants are: [I:1][C:2]1[CH:12]=[CH:11][C:10]2[CH:9]3[CH2:13][CH2:14][CH:5]([CH2:6][N:7]([C:15](=[O:20])C(F)(F)F)[CH2:8]3)[C:4]=2[CH:3]=1.[NH4+].[OH-].[C:23]([O:27]C(OC([O:27][C:23]([CH3:26])([CH3:25])[CH3:24])=O)=O)([CH3:26])([CH3:25])[CH3:24].O. (2) Given the product [Br-:26].[F:37][C:31]1[CH:32]=[C:33]([F:36])[CH:34]=[CH:35][C:30]=1[C:28](=[O:29])[CH2:27][N+:1]12[CH2:6][CH2:5][CH:4]([CH2:7][CH2:8]1)[C@@H:3]([O:9][C:10](=[O:25])[CH:11]([C:19]1[CH:24]=[CH:23][CH:22]=[CH:21][CH:20]=1)[NH:12][C:13]1[CH:18]=[CH:17][CH:16]=[CH:15][CH:14]=1)[CH2:2]2, predict the reactants needed to synthesize it. The reactants are: [N:1]12[CH2:8][CH2:7][CH:4]([CH2:5][CH2:6]1)[C@@H:3]([O:9][C:10](=[O:25])[C@@H:11]([C:19]1[CH:24]=[CH:23][CH:22]=[CH:21][CH:20]=1)[NH:12][C:13]1[CH:18]=[CH:17][CH:16]=[CH:15][CH:14]=1)[CH2:2]2.[Br:26][CH2:27][C:28]([C:30]1[CH:35]=[CH:34][C:33]([F:36])=[CH:32][C:31]=1[F:37])=[O:29]. (3) The reactants are: [CH3:1][O:2][C:3]1[CH:8]=[CH:7][CH:6]=[CH:5][C:4]=1/[C:9](=[N:11]/[C:12]1[CH:17]=[CH:16][CH:15]=[CH:14][C:13]=1[C:18](F)(F)F)/[CH3:10].[CH3:22][C:23]([CH3:26])([O-:25])[CH3:24].[K+]. Given the product [C:23]([O:25][C:18]1[C:13]2[C:12](=[CH:17][CH:16]=[CH:15][CH:14]=2)[N:11]=[C:9]([C:4]2[CH:5]=[CH:6][CH:7]=[CH:8][C:3]=2[O:2][CH3:1])[CH:10]=1)([CH3:26])([CH3:24])[CH3:22], predict the reactants needed to synthesize it. (4) Given the product [NH2:22][C:5]1[CH:4]=[C:3]([O:25][CH:26]([CH3:27])[CH3:28])[C:2]([CH3:1])=[CH:7][C:6]=1[NH:8][CH:9]1[CH2:14][CH2:13][N:12]([C:15]([O:17][C:18]([CH3:20])([CH3:19])[CH3:21])=[O:16])[CH2:11][CH2:10]1, predict the reactants needed to synthesize it. The reactants are: [CH3:1][C:2]1[C:3]([O:25][CH:26]([CH3:28])[CH3:27])=[CH:4][C:5]([N+:22]([O-])=O)=[C:6]([NH:8][CH:9]2[CH2:14][CH2:13][N:12]([C:15]([O:17][C:18]([CH3:21])([CH3:20])[CH3:19])=[O:16])[CH2:11][CH2:10]2)[CH:7]=1.O.NN. (5) Given the product [CH3:24][C:21]1[N:20]=[N:19][C:18]([C:13]2[CH:14]=[C:15]3[C:10](=[CH:11][CH:12]=2)[CH2:9][N:8]([CH2:7][C:6]([OH:25])=[O:5])[CH2:17][CH2:16]3)=[CH:23][CH:22]=1, predict the reactants needed to synthesize it. The reactants are: C([O:5][C:6](=[O:25])[CH2:7][N:8]1[CH2:17][CH2:16][C:15]2[C:10](=[CH:11][CH:12]=[C:13]([C:18]3[N:19]=[N:20][C:21]([CH3:24])=[CH:22][CH:23]=3)[CH:14]=2)[CH2:9]1)(C)(C)C.Cl.O1CCOCC1. (6) Given the product [CH2:16]([O:23][N:24]([CH:25]([CH2:65][O:66][C:67]([C:68]1[CH:69]=[CH:70][CH:71]=[CH:72][CH:73]=1)([C:74]1[CH:75]=[CH:76][CH:77]=[CH:78][CH:79]=1)[C:80]1[CH:85]=[CH:84][CH:83]=[CH:82][CH:81]=1)[C@H:26]([O:57][CH2:58][C:59]1[CH:60]=[CH:61][CH:62]=[CH:63][CH:64]=1)[C@H:27]([O:49][CH2:50][C:51]1[CH:52]=[CH:53][CH:54]=[CH:55][CH:56]=1)[C@H:28]([O:41][CH2:42][C:43]1[CH:44]=[CH:45][CH:46]=[CH:47][CH:48]=1)[CH2:29][O:30][Si:31]([CH:32]([CH3:33])[CH3:34])([CH:35]([CH3:37])[CH3:36])[CH:38]([CH3:40])[CH3:39])[CH:1]=[O:2])[C:17]1[CH:22]=[CH:21][CH:20]=[CH:19][CH:18]=1, predict the reactants needed to synthesize it. The reactants are: [CH:1](O)=[O:2].C(N1C=CN=C1)(N1C=CN=C1)=O.[CH2:16]([O:23][NH:24][CH:25]([CH2:65][O:66][C:67]([C:80]1[CH:85]=[CH:84][CH:83]=[CH:82][CH:81]=1)([C:74]1[CH:79]=[CH:78][CH:77]=[CH:76][CH:75]=1)[C:68]1[CH:73]=[CH:72][CH:71]=[CH:70][CH:69]=1)[C@H:26]([O:57][CH2:58][C:59]1[CH:64]=[CH:63][CH:62]=[CH:61][CH:60]=1)[C@H:27]([O:49][CH2:50][C:51]1[CH:56]=[CH:55][CH:54]=[CH:53][CH:52]=1)[C@H:28]([O:41][CH2:42][C:43]1[CH:48]=[CH:47][CH:46]=[CH:45][CH:44]=1)[CH2:29][O:30][Si:31]([CH:38]([CH3:40])[CH3:39])([CH:35]([CH3:37])[CH3:36])[CH:32]([CH3:34])[CH3:33])[C:17]1[CH:22]=[CH:21][CH:20]=[CH:19][CH:18]=1.C1N=CN(C(N2C=NC=C2)=O)C=1.C(O)=O.